From a dataset of Forward reaction prediction with 1.9M reactions from USPTO patents (1976-2016). Predict the product of the given reaction. (1) Given the reactants O([O:9][C:10](=[O:27])[C:11]([C:22](=[O:26])[CH:23]([CH3:25])[OH:24])([CH2:13][O:14][Si:15]([C:18]([CH3:21])([CH3:20])[CH3:19])([CH3:17])[CH3:16])[OH:12])[Si](C(C)(C)C)(C)C.C(=O)([O-])[O-].[K+].[K+], predict the reaction product. The product is: [O:14]([CH2:13][C:11]([C:22](=[O:26])[CH:23]([CH3:25])[OH:24])([OH:12])[C:10]([OH:27])=[O:9])[Si:15]([C:18]([CH3:21])([CH3:20])[CH3:19])([CH3:17])[CH3:16]. (2) Given the reactants CC(OC(=O)[N:7]([C:15]1[CH:16]=[N:17][CH:18]=[C:19]([C:21]([N:23]2[CH2:28][CH2:27][CH:26]([C:29]3[CH:34]=[CH:33][CH:32]=[C:31]([CH2:35][N:36](C(OC(C)(C)C)=O)C(OC(C)(C)C)=O)[CH:30]=3)[CH2:25][CH2:24]2)=[O:22])[CH:20]=1)[CH2:8][C:9]1[CH:10]=[N:11][CH:12]=[CH:13][CH:14]=1)(C)C.[ClH:52].C(O)(C)C.CCOCC, predict the reaction product. The product is: [ClH:52].[ClH:52].[ClH:52].[ClH:52].[NH2:36][CH2:35][C:31]1[CH:30]=[C:29]([CH:26]2[CH2:27][CH2:28][N:23]([C:21]([C:19]3[CH:18]=[N:17][CH:16]=[C:15]([NH:7][CH2:8][C:9]4[CH:10]=[N:11][CH:12]=[CH:13][CH:14]=4)[CH:20]=3)=[O:22])[CH2:24][CH2:25]2)[CH:34]=[CH:33][CH:32]=1. (3) Given the reactants [CH2:1]([NH:8][C:9]([C:11]1[S:15][C:14]([NH:16][C:17]([N:19]([CH2:28][CH:29](OC)[O:30]C)[CH2:20][C:21]2[CH:26]=[CH:25][C:24]([F:27])=[CH:23][CH:22]=2)=[O:18])=[N:13][C:12]=1[CH3:34])=[O:10])[C:2]1[CH:7]=[CH:6][CH:5]=[CH:4][CH:3]=1.O.FC(F)(F)C(O)=O, predict the reaction product. The product is: [CH2:1]([NH:8][C:9]([C:11]1[S:15][C:14]([N:16]2[CH:29]([OH:30])[CH2:28][N:19]([CH2:20][C:21]3[CH:26]=[CH:25][C:24]([F:27])=[CH:23][CH:22]=3)[C:17]2=[O:18])=[N:13][C:12]=1[CH3:34])=[O:10])[C:2]1[CH:7]=[CH:6][CH:5]=[CH:4][CH:3]=1.